Dataset: Drug-target binding data from BindingDB using IC50 measurements. Task: Regression. Given a target protein amino acid sequence and a drug SMILES string, predict the binding affinity score between them. We predict pIC50 (pIC50 = -log10(IC50 in M); higher means more potent). Dataset: bindingdb_ic50. (1) The drug is O=C(CC(S)C(F)(F)F)NC(Cc1ccc(O)cc1)C(=O)O. The target protein sequence is PKPKKKQRWTPLEISLEVLVLVLVI. The pIC50 is 7.1. (2) The pIC50 is 9.2. The compound is CCCCC(CC#N)n1cc(-c2ncnc3[nH]ccc23)cn1. The target protein sequence is FFRAIMRDINKLEEQNPDIVSEKKPATEVDPTHFEKRFLKRIRDLGEGHFGKVELCRYDPEGDNTGEQVAVKSLKPESGGNHIADLKKEIEILRNLYHENIVKYKGICTEDGGNGIKLIMEFLPSGSLKEYLPKNKNKINLKQQLKYAVQICKGMDYLGSRQYVHRDLAARNVLVESEHQVKIGDFGLTKAIETDKEYYTVKDDRDSPVFWYAPECLMQSKFYIASDVWSFGVTLHELLTYCDSDSSPMALFLKMIGPTHGQMTVTRLVNTLKEGKRLPCPPNCPDEVYQLMRKCWEFQPSNRTSF. (3) The drug is N#Cc1ccc2nc([C@H](Cc3ccc(C4CC(=O)NS4(=O)=O)cc3)Nc3nc4ccccc4s3)[nH]c2c1. The target protein sequence is MEMEKEFEQIDKSGSWAAIYQDIRHEASDFPCRVAKLPKNKNRNRYRDVSPFDHSRIKLHQEDNDYINASLIKMEEAQRSYILTQGPLPNTCGHFWEMVWEQKSRGVVMLNRVMEKGSLKCAQYWPQKEEKEMIFEDTNLKLTLISEDIKSYYTVRQLELENLTTQETREILHFHYTTWPDFGVPESPASFLNFLFKVRESGSLSPEHGPVVVHCSAGIGRSGTFCLADTCLLLMDKRKDPSSVDIKKVLLEMRKFRMGLIQTADQLRFSYLAVIEGAKFIMGDSSVQDQWKELSHED. The pIC50 is 6.3. (4) The drug is N#CCOc1ccccc1-c1ccccc1-c1nnnn1-c1ccccc1F. The target protein (O15554) has sequence MGGDLVLGLGALRRRKRLLEQEKSLAGWALVLAGTGIGLMVLHAEMLWFGGCSWALYLFLVKCTISISTFLLLCLIVAFHAKEVQLFMTDNGLRDWRVALTGRQAAQIVLELVVCGLHPAPVRGPPCVQDLGAPLTSPQPWPGFLGQGEALLSLAMLLRLYLVPRAVLLRSGVLLNASYRSIGALNQVRFRHWFVAKLYMNTHPGRLLLGLTLGLWLTTAWVLSVAERQAVNATGHLSDTLWLIPITFLTIGYGDVVPGTMWGKIVCLCTGVMGVCCTALLVAVVARKLEFNKAEKHVHNFMMDIQYTKEMKESAARVLQEAWMFYKHTRRKESHAARRHQRKLLAAINAFRQVRLKHRKLREQVNSMVDISKMHMILYDLQQNLSSSHRALEKQIDTLAGKLDALTELLSTALGPRQLPEPSQQSK. The pIC50 is 7.8. (5) The small molecule is CCC(=O)CCCCC[C@@H]1NC(=O)[C@H]2CCCCN2CC(=O)[C@H]([C@@H](C)CC)NC(=O)[C@H](Cc2cn(OC)c3ccccc23)NC1=O. The target protein sequence is MGAKKKIAYFYDEEVGNFHYGLGHPMKPHRVRMTHDLVSQYGLLEKVDVMVPTPGTVESLTRFHSNDYVDFLRSVNTDNMHDYSDHLARFNVGEDCPVFDGLWEFCQLSAGGSLGGAQSVNELGYQYAINWAGGLHHGKKHEASGFCYVNDCVLGALEFLKYQHRVCYVDIDIHHGDGVEEAFYTSPRCMCVSFHKYGDYFPGTGALNDVGVEEGLGYSVNVPLKDGVDDATFIDLFTKVMTLVMENYRPGAIVLQCGADSLSGDRLGCFNLSLKGHGHAVSFLKKFNVPLLILGGGGYTLRNVPKCWTYETSLIVDTYIDEQLPNSSNFYGYYGPDFSLAVRTSNMENLNSRQDCEEIYRKISENFRDYVFPIGSQISAYDIPEKLPLLYNPNKTPDDYKDGNNIKHEQHQDFDDEMKEWPTVDYNNRAIG. The pIC50 is 9.0. (6) The small molecule is N#C/C(=C/c1ccc(N2CCCCCC2)o1)c1ccc(F)cc1. The target protein sequence is MNITNCTTEASMAIRPKTITEKMLICMTLVVITTLTTLLNLAVIMAIGTTKKLHQPANYLICSLAVTDLLVAVLVMPLSIIYIVMDRWKLGYFLCEVWLSVDMTCCTCSILHLCVIALDRYWAITNAIEYARKRTAKRAALMILTVWTISIFISMPPLFWRSHRRLSPPPSQCTIQHDHVIYTIYSTLGAFYIPLTLILILYYRIYHAAKSLYQKRGSSRHLSNRSTDSQNSFASCKLTQTFCVSDFSTSDPTTEFEKFHASIRIPPFDNDLDHPGERQQISSTRERKAARILGLILGAFILSWLPFFIKELIVGLSIYTVSSEVADFLTWLGYVNSLINPLLYTSFNEDFKLAFKKLIRCREHT. The pIC50 is 5.3. (7) The compound is Cc1nc2scc(C)n2c(=O)c1S(=O)(=O)Nc1ccc(Oc2ccc(Cl)cc2)cc1. The target protein (P32897) has sequence MSWLFGDKTPTDDANAAVGGQDTTKPKELSLKQSLGFEPNINNIISGPGGMHVDTARLHPLAGLDKGVEYLDLEEEQLSSLEGSQGLIPSRGWTDDLCYGTGAVYLLGLGIGGFSGMMQGLQNIPPNSPGKLQLNTVLNHITKRGPFLGNNAGILALSYNIINSTIDALRGKHDTAGSIGAGALTGALFKSSKGLKPMGYSSAMVAAACAVWCSVKKRLLEK. The pIC50 is 4.0. (8) The small molecule is NS(=O)(=O)c1cc(C(=O)NC2CCSc3ccccc32)ccc1Cl. The target protein sequence is MPPPDKARRDVLISKALSYLLRHGAEKEKLSIDDQGYVKISDVLSHQRLKSLKTTRDDINRIVQENDKKRFTIKDDMICANQGHSLKAVKNDNLTPMTVDELNQLRIYHGTYRTKLPLIKSSGGLSKMNRNHIHFTCEQYSTCSGIRYNANVLIYINASKCIEHGIVFYKSLNNVILTSGDKDGKLSWEFIDRIVGLDGNEINKEQV. The pIC50 is 5.4. (9) The compound is COc1cc2c(cc1OC)C(CC(c1ccccc1)c1ccccc1)N(C(=O)C1CCC1)CC2. The target protein (P49286) has sequence MSENGSFANCCEAGGWAVRPGWSGAGSARPSRTPRPPWVAPALSAVLIVTTAVDVVGNLLVILSVLRNRKLRNAGNLFLVSLALADLVVAFYPYPLILVAIFYDGWALGEEHCKASAFVMGLSVIGSVFNITAIAINRYCYICHSMAYHRIYRRWHTPLHICLIWLLTVVALLPNFFVGSLEYDPRIYSCTFIQTASTQYTAAVVVIHFLLPIAVVSFCYLRIWVLVLQARRKAKPESRLCLKPSDLRSFLTMFVVFVIFAICWAPLNCIGLAVAINPQEMAPQIPEGLFVTSYLLAYFNSCLNAIVYGLLNQNFRREYKRILLALWNPRHCIQDASKGSHAEGLQSPAPPIIGVQHQADAL. The pIC50 is 6.6. (10) The compound is Cc1noc2c1[C@H]1CC[C@@H](CC2)N1. The target protein (P02708) has sequence MEPWPLLLLFSLCSAGLVLGSEHETRLVAKLFKDYSSVVRPVEDHRQVVEVTVGLQLIQLINVDEVNQIVTTNVRLKQGDMVDLPRPSCVTLGVPLFSHLQNEQWVDYNLKWNPDDYGGVKKIHIPSEKIWRPDLVLYNNADGDFAIVKFTKVLLQYTGHITWTPPAIFKSYCEIIVTHFPFDEQNCSMKLGTWTYDGSVVAINPESDQPDLSNFMESGEWVIKESRGWKHSVTYSCCPDTPYLDITYHFVMQRLPLYFIVNVIIPCLLFSFLTGLVFYLPTDSGEKMTLSISVLLSLTVFLLVIVELIPSTSSAVPLIGKYMLFTMVFVIASIIITVIVINTHHRSPSTHVMPNWVRKVFIDTIPNIMFFSTMKRPSREKQDKKIFTEDIDISDISGKPGPPPMGFHSPLIKHPEVKSAIEGIKYIAETMKSDQESNNAAAEWKYVAMVMDHILLGVFMLVCIIGTLAVFAGRLIELNQQG. The pIC50 is 5.0.